From a dataset of Full USPTO retrosynthesis dataset with 1.9M reactions from patents (1976-2016). Predict the reactants needed to synthesize the given product. (1) Given the product [NH2:25][C:6]1[CH:5]=[C:4]([Cl:3])[C:13]2[C:8](=[CH:9][CH:10]=[CH:11][CH:12]=2)[N:7]=1, predict the reactants needed to synthesize it. The reactants are: BrBr.[Cl:3][C:4]1[C:13]2[C:8](=[CH:9][CH:10]=[CH:11][CH:12]=2)[N:7]=[C:6](C(N)=O)[CH:5]=1.Cl.Cl.Cl.COC(C1C=C(N2CCN([C@@H]3CN[C@H](C(N4CCSC4)=O)C3)CC2)C2C(=CC=CC=2)[N:25]=1)=O. (2) Given the product [N+:1]([C:4]1[CH:38]=[CH:37][C:7]([C:8]([O:10][C@@:11]([C:18]2[N:19]=[N:20][N:21]([CH2:23][C:24]3[CH:33]=[C:32]4[C:27]([C:28]([C:44]([O:46][CH2:47][CH3:48])=[CH2:45])=[CH:29][C:30]([C:34]#[N:35])=[N:31]4)=[CH:26][CH:25]=3)[CH:22]=2)([C:14]([F:17])([F:16])[F:15])[CH2:12][CH3:13])=[O:9])=[CH:6][CH:5]=1)([O-:3])=[O:2], predict the reactants needed to synthesize it. The reactants are: [N+:1]([C:4]1[CH:38]=[CH:37][C:7]([C:8]([O:10][C@@:11]([C:18]2[N:19]=[N:20][N:21]([CH2:23][C:24]3[CH:33]=[C:32]4[C:27]([C:28](Cl)=[CH:29][C:30]([C:34]#[N:35])=[N:31]4)=[CH:26][CH:25]=3)[CH:22]=2)([C:14]([F:17])([F:16])[F:15])[CH2:12][CH3:13])=[O:9])=[CH:6][CH:5]=1)([O-:3])=[O:2].C([Sn](CCCC)(CCCC)[C:44]([O:46][CH2:47][CH3:48])=[CH2:45])CCC.[Cl-].[Li+].